Dataset: Catalyst prediction with 721,799 reactions and 888 catalyst types from USPTO. Task: Predict which catalyst facilitates the given reaction. (1) Reactant: [C:1]([Si:3]([CH3:6])([CH3:5])[CH3:4])#[CH:2].[C:7]([Si:11]([O:14][CH2:15][C:16]1[CH:21]=[CH:20][C:19](I)=[CH:18][CH:17]=1)([CH3:13])[CH3:12])([CH3:10])([CH3:9])[CH3:8].N(C(C)C)C(C)C. Product: [C:7]([Si:11]([CH3:13])([CH3:12])[O:14][CH2:15][C:16]1[CH:17]=[CH:18][C:19]([C:2]#[C:1][Si:3]([CH3:6])([CH3:5])[CH3:4])=[CH:20][CH:21]=1)([CH3:10])([CH3:9])[CH3:8]. The catalyst class is: 540. (2) Reactant: [H-].[Na+].[F:3][C:4]1[CH:9]=[CH:8][C:7]([S:10]([NH:13][C:14]2[CH:19]=[CH:18][C:17]([F:20])=[CH:16][CH:15]=2)(=[O:12])=[O:11])=[CH:6][CH:5]=1.Br[CH2:22][C:23]([O:25][CH3:26])=[O:24]. Product: [F:3][C:4]1[CH:9]=[CH:8][C:7]([S:10]([N:13]([CH2:22][C:23]([O:25][CH3:26])=[O:24])[C:14]2[CH:19]=[CH:18][C:17]([F:20])=[CH:16][CH:15]=2)(=[O:12])=[O:11])=[CH:6][CH:5]=1. The catalyst class is: 9. (3) Product: [P:12]([O:14][C:15]1[CH:20]=[CH:19][CH:18]=[CH:17][C:16]=1[Cl:21])([O:22][C:23]1[CH:28]=[CH:27][CH:26]=[CH:25][C:24]=1[Cl:29])([O:5][CH2:1][CH2:2][CH2:3][CH3:4])=[O:13]. Reactant: [CH2:1]([OH:5])[CH2:2][CH2:3][CH3:4].N1C=CC=CC=1.[P:12](Cl)([O:22][C:23]1[CH:28]=[CH:27][CH:26]=[CH:25][C:24]=1[Cl:29])([O:14][C:15]1[CH:20]=[CH:19][CH:18]=[CH:17][C:16]=1[Cl:21])=[O:13]. The catalyst class is: 2. (4) The catalyst class is: 1. Product: [C:43]([O:42][CH:36]([C:33]1[CH:32]=[CH:31][C:30]([C@@H:25]2[C@@H:24]([CH2:23]/[CH:22]=[CH:21]\[CH2:20][CH2:19][CH2:18][C:17]([O:16][CH3:15])=[O:46])[CH2:28][CH2:27][C@H:26]2[O:29][C:54](=[O:55])[C:53]2[CH:52]=[CH:51][C:50]([N+:47]([O-:49])=[O:48])=[CH:58][CH:57]=2)=[CH:35][CH:34]=1)[CH2:37][CH2:38][CH2:39][CH2:40][CH3:41])(=[O:45])[CH3:44]. Reactant: N(C(OC(C)C)=O)=NC(OC(C)C)=O.[CH3:15][O:16][C:17](=[O:46])[CH2:18][CH2:19][CH2:20]/[CH:21]=[CH:22]\[CH2:23][C@H:24]1[CH2:28][CH2:27][C@H:26]([OH:29])[C@@H:25]1[C:30]1[CH:35]=[CH:34][C:33]([CH:36]([O:42][C:43](=[O:45])[CH3:44])[CH2:37][CH2:38][CH2:39][CH2:40][CH3:41])=[CH:32][CH:31]=1.[N+:47]([C:50]1[CH:58]=[CH:57][C:53]([C:54](O)=[O:55])=[CH:52][CH:51]=1)([O-:49])=[O:48].C1C=CC(P(C2C=CC=CC=2)C2C=CC=CC=2)=CC=1. (5) Reactant: [NH:1]1[CH2:6][CH2:5][CH:4]([NH:7][C:8]2[O:9][C:10]3[C:11]([CH2:17][OH:18])=[N:12][CH:13]=[CH:14][C:15]=3[N:16]=2)[CH2:3][CH2:2]1.[CH2:19]([O:21][C:22]1[CH:23]=[C:24]([CH:27]=[C:28]([O:31][CH2:32][CH3:33])[C:29]=1[F:30])[CH:25]=O)[CH3:20].C([BH3-])#N.[Na+].C(N(C(C)C)C(C)C)C. Product: [CH2:19]([O:21][C:22]1[CH:23]=[C:24]([CH:27]=[C:28]([O:31][CH2:32][CH3:33])[C:29]=1[F:30])[CH2:25][N:1]1[CH2:2][CH2:3][CH:4]([NH:7][C:8]2[O:9][C:10]3[C:11]([CH2:17][OH:18])=[N:12][CH:13]=[CH:14][C:15]=3[N:16]=2)[CH2:5][CH2:6]1)[CH3:20]. The catalyst class is: 212.